From a dataset of Full USPTO retrosynthesis dataset with 1.9M reactions from patents (1976-2016). Predict the reactants needed to synthesize the given product. The reactants are: Br[C:2]1[C:3]([CH3:28])=[C:4]([C:8]2[C:20]3[C:19]4[C:14](=[CH:15][C:16]([C:21]([OH:24])([CH3:23])[CH3:22])=[CH:17][CH:18]=4)[NH:13][C:12]=3[C:11]([C:25]([NH2:27])=[O:26])=[CH:10][CH:9]=2)[CH:5]=[CH:6][CH:7]=1.[CH3:29][O:30][C:31]1[CH2:35][NH:34][C:33](=[O:36])[CH:32]=1.C(=O)([O-])[O-].[Cs+].[Cs+].C1(P(C2C=CC=CC=2)C2C3OC4C(=CC=CC=4P(C4C=CC=CC=4)C4C=CC=CC=4)C(C)(C)C=3C=CC=2)C=CC=CC=1. Given the product [OH:24][C:21]([C:16]1[CH:15]=[C:14]2[C:19]([C:20]3[C:8]([C:4]4[CH:5]=[CH:6][CH:7]=[C:2]([N:34]5[CH2:35][C:31]([O:30][CH3:29])=[CH:32][C:33]5=[O:36])[C:3]=4[CH3:28])=[CH:9][CH:10]=[C:11]([C:25]([NH2:27])=[O:26])[C:12]=3[NH:13]2)=[CH:18][CH:17]=1)([CH3:22])[CH3:23], predict the reactants needed to synthesize it.